This data is from Full USPTO retrosynthesis dataset with 1.9M reactions from patents (1976-2016). The task is: Predict the reactants needed to synthesize the given product. (1) Given the product [CH2:1]([N:8]1[CH2:12][C@@H:11]([C:13]2[CH:14]=[CH:15][CH:16]=[CH:17][CH:18]=2)[C@H:10]([NH2:19])[CH2:9]1)[C:2]1[CH:3]=[CH:4][CH:5]=[CH:6][CH:7]=1, predict the reactants needed to synthesize it. The reactants are: [CH2:1]([N:8]1[CH2:12][C@@H:11]([C:13]2[CH:18]=[CH:17][CH:16]=[CH:15][CH:14]=2)[C@H:10]([N+:19]([O-])=O)[CH2:9]1)[C:2]1[CH:7]=[CH:6][CH:5]=[CH:4][CH:3]=1.Cl.[NH4+].[OH-]. (2) Given the product [N:1]1([C:6]2[N:11]=[C:10]([C:12]3[S:13][CH:14]=[CH:15][CH:16]=3)[N:9]=[C:8]([NH:17][C:18](=[O:22])[O:19][CH2:20][CH3:21])[CH:7]=2)[CH:5]=[CH:4][CH:3]=[N:2]1, predict the reactants needed to synthesize it. The reactants are: [N:1]1([C:6]2[N:11]=[C:10]([C:12]3[S:13][CH:14]=[CH:15][CH:16]=3)[N:9]=[C:8]([NH2:17])[CH:7]=2)[CH:5]=[CH:4][CH:3]=[N:2]1.[C:18](O[C:18]([O:19][CH2:20][CH3:21])=[O:22])(=[O:22])[O:19][CH2:20][CH3:21].O. (3) Given the product [OH:6][C:7]1([CH3:1])[CH2:13][CH2:12][CH2:11][N:10]([C:14]([O:16][C:17]([CH3:20])([CH3:19])[CH3:18])=[O:15])[CH2:9][CH2:8]1, predict the reactants needed to synthesize it. The reactants are: [CH3:1]COCC.[O:6]=[C:7]1[CH2:13][CH2:12][CH2:11][N:10]([C:14]([O:16][C:17]([CH3:20])([CH3:19])[CH3:18])=[O:15])[CH2:9][CH2:8]1.[Li]C. (4) Given the product [CH3:23][O:24][C:25](=[O:34])[CH2:26][C:27]1[CH:28]=[CH:29][C:30]([C:22]#[C:21][C:9]2[CH:10]=[C:11]3[C:16](=[C:7]([CH2:6][N:4]([CH:1]4[CH2:2][CH2:3]4)[CH3:5])[CH:8]=2)[O:15][C:14]([CH3:17])([CH3:18])[CH2:13][C:12]3([CH3:20])[CH3:19])=[CH:31][CH:32]=1, predict the reactants needed to synthesize it. The reactants are: [CH:1]1([N:4]([CH2:6][C:7]2[CH:8]=[C:9]([C:21]#[CH:22])[CH:10]=[C:11]3[C:16]=2[O:15][C:14]([CH3:18])([CH3:17])[CH2:13][C:12]3([CH3:20])[CH3:19])[CH3:5])[CH2:3][CH2:2]1.[CH3:23][O:24][C:25](=[O:34])[CH2:26][C:27]1[CH:32]=[CH:31][C:30](I)=[CH:29][CH:28]=1. (5) Given the product [Cl:1][C:2]1[CH:3]=[C:4]([C:30]2[CH2:31][CH2:32][C:33](=[O:36])[NH:34][N:35]=2)[CH:5]=[CH:6][C:7]=1[O:8][CH2:9][C:10]([N:12]1[CH2:13][CH2:14][CH:15]([NH:18][CH2:19][CH:20]([OH:29])[CH2:21][O:22][C:23]2[CH:24]=[C:25]([CH:26]=[CH:27][CH:28]=2)[C:37]#[N:38])[CH2:16][CH2:17]1)=[O:11], predict the reactants needed to synthesize it. The reactants are: [Cl:1][C:2]1[CH:3]=[C:4]([C:30]2[CH2:31][CH2:32][C:33](=[O:36])[NH:34][N:35]=2)[CH:5]=[CH:6][C:7]=1[O:8][CH2:9][C:10]([N:12]1[CH2:17][CH2:16][CH:15]([NH:18][CH2:19][C@H:20]([OH:29])[CH2:21][O:22][C:23]2[CH:28]=[CH:27][CH:26]=[CH:25][CH:24]=2)[CH2:14][CH2:13]1)=[O:11].[C:37](C1C=C(O)C=CC=1)#[N:38]. (6) Given the product [F:23][C:20]1[CH:19]=[CH:18][C:17]([CH:14]2[N:13]([S:24]([C:27]3[CH:28]=[CH:29][C:30]([CH3:33])=[CH:31][CH:32]=3)(=[O:25])=[O:26])[CH:12]([CH2:11][CH2:10][CH2:9][N:1]3[CH:5]=[N:4][CH:3]=[N:2]3)[CH2:16][CH2:15]2)=[CH:22][CH:21]=1, predict the reactants needed to synthesize it. The reactants are: [NH:1]1[CH:5]=[N:4][CH:3]=[N:2]1.[H-].[Na+].Cl[CH2:9][CH2:10][CH2:11][CH:12]1[CH2:16][CH2:15][CH:14]([C:17]2[CH:22]=[CH:21][C:20]([F:23])=[CH:19][CH:18]=2)[N:13]1[S:24]([C:27]1[CH:32]=[CH:31][C:30]([CH3:33])=[CH:29][CH:28]=1)(=[O:26])=[O:25]. (7) Given the product [Br:26][C:4]1[CH:5]=[C:6]2[C:11](=[CH:12][C:3]=1[O:2][CH3:1])[O:10][CH2:9][CH2:8][C:7]2=[O:13], predict the reactants needed to synthesize it. The reactants are: [CH3:1][O:2][C:3]1[CH:12]=[C:11]2[C:6]([C:7](=[O:13])[CH2:8][CH2:9][O:10]2)=[CH:5][CH:4]=1.C(OCC)C.C1C(=O)N([Br:26])C(=O)C1.